From a dataset of Forward reaction prediction with 1.9M reactions from USPTO patents (1976-2016). Predict the product of the given reaction. (1) Given the reactants Br[CH2:2][C:3]1[C:4]([C:16]2[CH:21]=[CH:20][CH:19]=[CH:18][CH:17]=2)=[N:5][C:6]2[C:11]([C:12]=1[C:13](O)=[O:14])=[CH:10][CH:9]=[CH:8][CH:7]=2.C(Cl)(=O)C([Cl:25])=O.CCN(CC)CC.Cl.[C:36]1([NH+:42]([C:44]([O:46][CH3:47])=[O:45])[NH2:43])[CH:41]=[CH:40][CH:39]=[CH:38][CH:37]=1, predict the reaction product. The product is: [Cl:25][CH2:2][C:3]1[C:4]([C:16]2[CH:21]=[CH:20][CH:19]=[CH:18][CH:17]=2)=[N:5][C:6]2[C:11]([C:12]=1[C:13]([NH:43][N:42]([C:36]1[CH:37]=[CH:38][CH:39]=[CH:40][CH:41]=1)[C:44]([O:46][CH3:47])=[O:45])=[O:14])=[CH:10][CH:9]=[CH:8][CH:7]=2. (2) Given the reactants [CH3:1][C@H:2]1[C@H:11]2[C@@:6]([C:13]3[CH:18]=[CH:17][CH:16]=[CH:15][CH:14]=3)([C@@H:7]([OH:12])[CH2:8][CH2:9][CH2:10]2)[CH2:5][CH2:4][C:3]21[O:22][CH2:21][CH2:20][O:19]2.[Cr](O[Cr]([O-])(=O)=O)([O-])(=O)=O.[NH+]1C=CC=CC=1.[NH+]1C=CC=CC=1.S([O-])([O-])(=O)=O.[Mg+2], predict the reaction product. The product is: [CH3:1][C@H:2]1[C@H:11]2[C@@:6]([C:13]3[CH:18]=[CH:17][CH:16]=[CH:15][CH:14]=3)([C:7](=[O:12])[CH2:8][CH2:9][CH2:10]2)[CH2:5][CH2:4][C:3]21[O:19][CH2:20][CH2:21][O:22]2.